From a dataset of Catalyst prediction with 721,799 reactions and 888 catalyst types from USPTO. Predict which catalyst facilitates the given reaction. (1) Reactant: [CH2:1]([O:8][C@@H:9]1[C@@H:14]([O:15][CH2:16][C:17]2[CH:22]=[CH:21][CH:20]=[CH:19][CH:18]=2)[C@H:13]([O:23][CH2:24][C:25]2[CH:30]=[CH:29][CH:28]=[CH:27][CH:26]=2)[C@@H:12]([CH2:31][O:32][CH2:33][C:34]2[CH:39]=[CH:38][CH:37]=[CH:36][CH:35]=2)[O:11][C@H:10]1[C:40]1[C:48]2[C:43](=[C:44]([CH3:49])[CH:45]=[CH:46][CH:47]=2)[NH:42][CH:41]=1)[C:2]1[CH:7]=[CH:6][CH:5]=[CH:4][CH:3]=1.[H-].[Na+].Br[CH2:53][C:54]1[CH:63]=[CH:62][C:57]([C:58]([O:60][CH3:61])=[O:59])=[CH:56][CH:55]=1.Cl. Product: [CH2:1]([O:8][C@@H:9]1[C@@H:14]([O:15][CH2:16][C:17]2[CH:18]=[CH:19][CH:20]=[CH:21][CH:22]=2)[C@H:13]([O:23][CH2:24][C:25]2[CH:30]=[CH:29][CH:28]=[CH:27][CH:26]=2)[C@@H:12]([CH2:31][O:32][CH2:33][C:34]2[CH:35]=[CH:36][CH:37]=[CH:38][CH:39]=2)[O:11][C@H:10]1[C:40]1[C:48]2[C:43](=[C:44]([CH3:49])[CH:45]=[CH:46][CH:47]=2)[N:42]([CH2:53][C:54]2[CH:55]=[CH:56][C:57]([C:58]([O:60][CH3:61])=[O:59])=[CH:62][CH:63]=2)[CH:41]=1)[C:2]1[CH:3]=[CH:4][CH:5]=[CH:6][CH:7]=1. The catalyst class is: 9. (2) Reactant: [Br:1][C:2]1[CH:3]=[N:4][CH:5]=[C:6]([N+:9]([O-:11])=[O:10])[C:7]=1Cl.[CH2:12]([NH2:14])[CH3:13].O. Product: [Br:1][C:2]1[CH:3]=[N:4][CH:5]=[C:6]([N+:9]([O-:11])=[O:10])[C:7]=1[NH:14][CH2:12][CH3:13]. The catalyst class is: 1. (3) Reactant: CO[C:3]([C:5]1[C:6]2[CH2:14][CH2:13][N:12]([CH2:15][C:16]3[CH:21]=[CH:20][CH:19]=[CH:18][CH:17]=3)[CH2:11][C:7]=2[N:8]=[CH:9][N:10]=1)=[O:4].[CH:22]1([CH2:28][NH2:29])[CH2:27][CH2:26][CH2:25][CH2:24][CH2:23]1. Product: [CH2:15]([N:12]1[CH2:13][CH2:14][C:6]2[C:5]([C:3]([NH:29][CH2:28][CH:22]3[CH2:27][CH2:26][CH2:25][CH2:24][CH2:23]3)=[O:4])=[N:10][CH:9]=[N:8][C:7]=2[CH2:11]1)[C:16]1[CH:21]=[CH:20][CH:19]=[CH:18][CH:17]=1. The catalyst class is: 5.